From a dataset of Reaction yield outcomes from USPTO patents with 853,638 reactions. Predict the reaction yield, written as a fraction of the theoretical maximum amount of product (1.0 means a 100% yield; for example, 0.34 means a 34% yield). The reactants are Cl[CH2:2][CH2:3][NH:4][C:5](=O)[C:6]1[CH:11]=[CH:10][CH:9]=[CH:8][CH:7]=1.P(Cl)(Cl)(Cl)(Cl)Cl.[CH:19]([C:22]1[CH:34]=[C:33]([CH:35]([CH3:37])[CH3:36])[C:25]2[O:26][C:27]3[CH:32]=[CH:31][CH:30]=[CH:29][C:28]=3[C:24]=2[C:23]=1[NH2:38])([CH3:21])[CH3:20]. The catalyst is C1(C)C=CC=C(C)C=1. The product is [CH:19]([C:22]1[CH:34]=[C:33]([CH:35]([CH3:37])[CH3:36])[C:25]2[O:26][C:27]3[CH:32]=[CH:31][CH:30]=[CH:29][C:28]=3[C:24]=2[C:23]=1[N:38]1[CH2:2][CH2:3][N:4]=[C:5]1[C:6]1[CH:11]=[CH:10][CH:9]=[CH:8][CH:7]=1)([CH3:21])[CH3:20]. The yield is 0.900.